Dataset: Full USPTO retrosynthesis dataset with 1.9M reactions from patents (1976-2016). Task: Predict the reactants needed to synthesize the given product. Given the product [CH3:34][N:31]1[CH2:32][CH2:33][N:28]([C:25]2[CH:24]=[CH:23][C:22]([NH:1][C:2]3[N:20]=[C:5]4[C:6]([O:10][CH2:11][C:12]5[CH:19]=[CH:18][CH:17]=[CH:16][C:13]=5[C:14]#[N:15])=[CH:7][CH:8]=[CH:9][N:4]4[N:3]=3)=[CH:27][CH:26]=2)[CH2:29][CH2:30]1, predict the reactants needed to synthesize it. The reactants are: [NH2:1][C:2]1[N:20]=[C:5]2[C:6]([O:10][CH2:11][C:12]3[CH:19]=[CH:18][CH:17]=[CH:16][C:13]=3[C:14]#[N:15])=[CH:7][CH:8]=[CH:9][N:4]2[N:3]=1.Br[C:22]1[CH:27]=[CH:26][C:25]([N:28]2[CH2:33][CH2:32][N:31]([CH3:34])[CH2:30][CH2:29]2)=[CH:24][CH:23]=1.